Dataset: Reaction yield outcomes from USPTO patents with 853,638 reactions. Task: Predict the reaction yield, written as a fraction of the theoretical maximum amount of product (1.0 means a 100% yield; for example, 0.34 means a 34% yield). The reactants are C[N:2]1[C:9](=O)[CH2:8][C:6](=[O:7])N(C)C1=O.[NH2:12][C:13]1[CH:36]=[CH:35][C:16]([C:17]([NH:19][CH:20]([C:31]([CH3:34])([CH3:33])[CH3:32])[C:21]([N:23]2[CH2:27][CH2:26][CH2:25][CH:24]2[C:28](O)=[O:29])=[O:22])=[O:18])=[CH:15][C:14]=1[Cl:37].C(N(C(C)C)CC)(C)C.C(Cl)CCl.[CH3:51][CH2:52][O:53][C:54](C)=[O:55]. The catalyst is C(Cl)Cl.CN(C=O)C.C1C=CC([P]([Pd]([P](C2C=CC=CC=2)(C2C=CC=CC=2)C2C=CC=CC=2)([P](C2C=CC=CC=2)(C2C=CC=CC=2)C2C=CC=CC=2)[P](C2C=CC=CC=2)(C2C=CC=CC=2)C2C=CC=CC=2)(C2C=CC=CC=2)C2C=CC=CC=2)=CC=1. The product is [CH2:52]([O:53][CH:54]1[CH:9]([NH:2][C:28]([CH:24]2[CH2:25][CH2:26][CH2:27][N:23]2[C:21](=[O:22])[CH:20]([NH:19][C:17](=[O:18])[C:16]2[CH:35]=[CH:36][C:13]([NH2:12])=[C:14]([Cl:37])[CH:15]=2)[C:31]([CH3:32])([CH3:34])[CH3:33])=[O:29])[CH2:8][C:6](=[O:7])[O:55]1)[CH3:51]. The yield is 0.770.